Dataset: Catalyst prediction with 721,799 reactions and 888 catalyst types from USPTO. Task: Predict which catalyst facilitates the given reaction. (1) Reactant: I[C:2]1[CH:3]=[C:4]([C:20]([NH:22][CH2:23][C:24]2[CH:29]=[CH:28][C:27]([S:30]([CH3:33])(=[O:32])=[O:31])=[CH:26][CH:25]=2)=[O:21])[C:5](=[O:19])[N:6]([C:9]2[CH:14]=[CH:13][CH:12]=[C:11]([C:15]([F:18])([F:17])[F:16])[CH:10]=2)[C:7]=1[CH3:8].O.[N:35]1[C:48]2[C:39](=[CH:40][CH:41]=C3C=2N=CC=C3)[CH:38]=[CH:37][CH:36]=1.C1(P(C2C=CC=CC=2)C2C=CC=CC=2)C=CC=CC=1.C(=O)([O-])[O-].[Cs+].[Cs+].C[Si](C#CC1C=NC=CC=1)(C)C. Product: [CH3:8][C:7]1[N:6]([C:9]2[CH:14]=[CH:13][CH:12]=[C:11]([C:15]([F:18])([F:16])[F:17])[CH:10]=2)[C:5](=[O:19])[C:4]([C:20]([NH:22][CH2:23][C:24]2[CH:29]=[CH:28][C:27]([S:30]([CH3:33])(=[O:31])=[O:32])=[CH:26][CH:25]=2)=[O:21])=[CH:3][C:2]=1[C:41]#[C:40][C:39]1[CH:48]=[N:35][CH:36]=[CH:37][CH:38]=1. The catalyst class is: 432. (2) Reactant: [Cl:1][C:2]1[CH:7]=[CH:6][C:5]([C:8]([C:10]2[C:14]([CH3:15])=[C:13]([CH3:16])[S:12][CH:11]=2)=[O:9])=[CH:4][CH:3]=1.[Br:17]N1C(=O)CCC1=O. Product: [Br:17][C:11]1[S:12][C:13]([CH3:16])=[C:14]([CH3:15])[C:10]=1[C:8]([C:5]1[CH:4]=[CH:3][C:2]([Cl:1])=[CH:7][CH:6]=1)=[O:9]. The catalyst class is: 3.